This data is from Forward reaction prediction with 1.9M reactions from USPTO patents (1976-2016). The task is: Predict the product of the given reaction. Given the reactants [BH4-].[Na+].[CH3:3][O:4][C:5]1[CH:17]=[CH:16][C:8](/[CH:9]=[N:10]/[CH2:11][C:12]([O:14][CH3:15])=[O:13])=[CH:7][CH:6]=1, predict the reaction product. The product is: [CH3:3][O:4][C:5]1[CH:6]=[CH:7][C:8]([CH2:9][NH:10][CH2:11][C:12]([O:14][CH3:15])=[O:13])=[CH:16][CH:17]=1.